Predict the product of the given reaction. From a dataset of Forward reaction prediction with 1.9M reactions from USPTO patents (1976-2016). (1) Given the reactants [CH2:1]([O:5][C:6]([N:8]1[CH2:13][CH2:12][N:11]([C:14](=[O:31])[CH2:15][NH:16][C:17]([C:19]2[CH:28]=[C:27]([OH:29])[C:26]3[C:21](=[CH:22][C:23]([CH3:30])=[CH:24][CH:25]=3)[N:20]=2)=[O:18])[CH2:10][CH2:9]1)=[O:7])[CH2:2][CH2:3][CH3:4].[CH2:32]([O:39][C:40](=[O:44])[C@H:41]([CH3:43])O)[C:33]1[CH:38]=[CH:37][CH:36]=[CH:35][CH:34]=1.C1(P(C2C=CC=CC=2)C2C=CC=CC=2)C=CC=CC=1.CCOC(/N=N/C(OCC)=O)=O, predict the reaction product. The product is: [CH2:1]([O:5][C:6]([N:8]1[CH2:13][CH2:12][N:11]([C:14](=[O:31])[CH2:15][NH:16][C:17]([C:19]2[CH:28]=[C:27]([O:29][C@@H:41]([C:40]([O:39][CH2:32][C:33]3[CH:38]=[CH:37][CH:36]=[CH:35][CH:34]=3)=[O:44])[CH3:43])[C:26]3[C:21](=[CH:22][C:23]([CH3:30])=[CH:24][CH:25]=3)[N:20]=2)=[O:18])[CH2:10][CH2:9]1)=[O:7])[CH2:2][CH2:3][CH3:4]. (2) Given the reactants C([O:3][C:4](=[O:27])[CH2:5][CH:6]1[O:10][B:9]([OH:11])[C:8]2[CH:12]=[C:13]([O:20][C:21]3[CH:26]=[N:25][CH:24]=[CH:23][N:22]=3)[CH:14]=[C:15]([CH2:16][N:17]=[N+:18]=[N-:19])[C:7]1=2)C.Cl, predict the reaction product. The product is: [N:17]([CH2:16][C:15]1[C:7]2[CH:6]([CH2:5][C:4]([OH:27])=[O:3])[O:10][B:9]([OH:11])[C:8]=2[CH:12]=[C:13]([O:20][C:21]2[CH:26]=[N:25][CH:24]=[CH:23][N:22]=2)[CH:14]=1)=[N+:18]=[N-:19].